Binary Classification. Given a drug SMILES string, predict its activity (active/inactive) in a high-throughput screening assay against a specified biological target. From a dataset of Orexin1 receptor HTS with 218,158 compounds and 233 confirmed actives. (1) The molecule is O=c1nc(N2CCN(CC2)CC)[nH]c2CCCc12. The result is 0 (inactive). (2) The compound is O1CCN(CC1)C(=O)COc1c(cc(NC(=O)c2ccc(OCCCC)cc2)cc1C)C. The result is 0 (inactive).